The task is: Regression. Given a peptide amino acid sequence and an MHC pseudo amino acid sequence, predict their binding affinity value. This is MHC class I binding data.. This data is from Peptide-MHC class I binding affinity with 185,985 pairs from IEDB/IMGT. (1) The peptide sequence is VHGMNFTKL. The MHC is HLA-B35:01 with pseudo-sequence HLA-B35:01. The binding affinity (normalized) is 0.0847. (2) The peptide sequence is GRTAQLIGA. The MHC is HLA-B27:05 with pseudo-sequence HLA-B27:05. The binding affinity (normalized) is 0.492. (3) The peptide sequence is HVPTRGTAM. The MHC is HLA-B08:01 with pseudo-sequence HLA-B08:01. The binding affinity (normalized) is 0.384.